This data is from Full USPTO retrosynthesis dataset with 1.9M reactions from patents (1976-2016). The task is: Predict the reactants needed to synthesize the given product. (1) Given the product [CH3:32][NH:33][C:23](=[O:24])[CH2:22][CH2:21][CH2:20][C:16]12[CH2:19][C:13]([O:12][CH2:11][C:10]3[CH:26]=[CH:27][CH:28]=[C:8]([O:1][C:2]4[CH:7]=[CH:6][CH:5]=[CH:4][CH:3]=4)[CH:9]=3)([CH2:18][CH2:17]1)[CH2:14][CH2:15]2, predict the reactants needed to synthesize it. The reactants are: [O:1]([C:8]1[CH:9]=[C:10]([CH:26]=[CH:27][CH:28]=1)[CH2:11][O:12][C:13]12[CH2:19][C:16]([CH2:20][CH2:21][CH2:22][C:23](O)=[O:24])([CH2:17][CH2:18]1)[CH2:15][CH2:14]2)[C:2]1[CH:7]=[CH:6][CH:5]=[CH:4][CH:3]=1.CN.C[CH2:32][N:33]=C=NCCCN(C)C. (2) Given the product [Si:20]([O:10][CH2:9][C:6]1[CH:7]=[CH:8][C:3]([NH:2][CH3:1])=[CH:4][CH:5]=1)([C:17]([CH3:19])([CH3:18])[CH3:16])([CH3:22])[CH3:21], predict the reactants needed to synthesize it. The reactants are: [CH3:1][NH:2][C:3]1[CH:8]=[CH:7][C:6]([CH2:9][OH:10])=[CH:5][CH:4]=1.N1C=CN=C1.[CH3:16][C:17]([Si:20](Cl)([CH3:22])[CH3:21])([CH3:19])[CH3:18]. (3) Given the product [Cl:18][C:15]1[CH:16]=[C:17]2[C:12](=[C:13]([F:19])[CH:14]=1)[O:11][C:8]([CH3:9])([CH3:10])[CH:7]=[C:6]2[CH2:5][OH:4], predict the reactants needed to synthesize it. The reactants are: C([O:4][CH2:5][C:6]#[C:7][C:8]([O:11][C:12]1[CH:17]=[CH:16][C:15]([Cl:18])=[CH:14][C:13]=1[F:19])([CH3:10])[CH3:9])(=O)C.C(=O)([O-])[O-].[K+].[K+].O. (4) Given the product [F:24][C:25]([F:38])([F:37])[S:26]([O:17][C:9]1[C:8]2[C:3]([O:2][CH3:1])=[N:4][CH:5]=[CH:6][C:7]=2[N:11]([CH:12]2[CH2:16][CH2:15][O:14][CH2:13]2)[N:10]=1)(=[O:28])=[O:27], predict the reactants needed to synthesize it. The reactants are: [CH3:1][O:2][C:3]1[C:8]2[C:9](=[O:17])[NH:10][N:11]([CH:12]3[CH2:16][CH2:15][O:14][CH2:13]3)[C:7]=2[CH:6]=[CH:5][N:4]=1.N1C=CC=CC=1.[F:24][C:25]([F:38])([F:37])[S:26](O[S:26]([C:25]([F:38])([F:37])[F:24])(=[O:28])=[O:27])(=[O:28])=[O:27].[Cl-].[NH4+]. (5) Given the product [S:1]1[C:5]2[CH:6]=[CH:7][C:8]([CH2:10][CH2:11][O:12][CH2:13][CH2:14][C:15]([N:25]3[CH2:28][CH:27]([OH:29])[CH2:26]3)=[O:17])=[CH:9][C:4]=2[CH:3]=[CH:2]1, predict the reactants needed to synthesize it. The reactants are: [S:1]1[C:5]2[CH:6]=[CH:7][C:8]([CH2:10][CH2:11][O:12][CH2:13][CH2:14][C:15]([OH:17])=O)=[CH:9][C:4]=2[CH:3]=[CH:2]1.S(Cl)(Cl)=O.[OH-].[Na+].Cl.[NH:25]1[CH2:28][CH:27]([OH:29])[CH2:26]1. (6) Given the product [CH3:19][N:20]([CH3:24])[CH2:21][CH2:22][NH:23][C:13](=[O:15])[C:12]1[CH:11]=[CH:10][C:9]([B:4]2[O:5][C:6]([CH3:7])([CH3:8])[C:2]([CH3:1])([CH3:18])[O:3]2)=[CH:17][CH:16]=1, predict the reactants needed to synthesize it. The reactants are: [CH3:1][C:2]1([CH3:18])[C:6]([CH3:8])([CH3:7])[O:5][B:4]([C:9]2[CH:17]=[CH:16][C:12]([C:13]([OH:15])=O)=[CH:11][CH:10]=2)[O:3]1.[CH3:19][N:20]([CH3:24])[CH2:21][CH2:22][NH2:23].CCN=C=NCCCN(C)C.CN1C=CN=C1. (7) Given the product [C:1]([O:5][C:6](=[O:17])[NH:7][C:8]1[CH:13]=[C:12]([Cl:14])[C:11]([O:15][CH2:27][CH2:26][OH:25])=[C:10]([Cl:16])[CH:9]=1)([CH3:4])([CH3:2])[CH3:3], predict the reactants needed to synthesize it. The reactants are: [C:1]([O:5][C:6](=[O:17])[NH:7][C:8]1[CH:13]=[C:12]([Cl:14])[C:11]([OH:15])=[C:10]([Cl:16])[CH:9]=1)([CH3:4])([CH3:3])[CH3:2].C(=O)([O-])[O-].[K+].[K+].C1(=O)O[CH2:27][CH2:26][O:25]1.[OH-].[Na+]. (8) Given the product [Cl:24][C:25]1[C:29]([N:30]([CH3:31])[C:4](=[O:6])[CH2:3][S:2][CH3:1])=[CH:28][N:27]([C:32]2[CH:33]=[N:34][CH:35]=[CH:36][CH:37]=2)[N:26]=1, predict the reactants needed to synthesize it. The reactants are: [CH3:1][S:2][CH2:3][C:4]([OH:6])=O.C(N(C(C)C)C(C)C)C.ClC(OCC(C)C)=O.[Cl:24][C:25]1[C:29]([NH:30][CH3:31])=[CH:28][N:27]([C:32]2[CH:33]=[N:34][CH:35]=[CH:36][CH:37]=2)[N:26]=1.